Dataset: Forward reaction prediction with 1.9M reactions from USPTO patents (1976-2016). Task: Predict the product of the given reaction. (1) Given the reactants [NH2:1][C:2]1[CH:3]=[C:4]([OH:14])[CH:5]=[C:6]([C:8]2[CH:9]=[N:10][N:11]([CH3:13])[CH:12]=2)[CH:7]=1.[Br:15][C:16]1[CH:17]=[C:18]2[C:23](=[CH:24][CH:25]=1)N=C(Cl)N=[CH:19]2.[C:27](O)(=O)[CH3:28].O1CCOC[CH2:32]1, predict the reaction product. The product is: [Br:15][C:16]1[CH:17]=[C:18]2[C:23](=[CH:24][CH:25]=1)[CH:28]=[C:27]([NH:1][C:2]1[CH:3]=[C:4]([OH:14])[CH:5]=[C:6]([C:8]3[CH:9]=[N:10][N:11]([CH3:13])[CH:12]=3)[CH:7]=1)[CH:32]=[CH:19]2. (2) Given the reactants [C:1]([C:3]1[C:8](=O)[NH:7][C:6]([NH:10][CH:11]2[CH2:13][CH2:12]2)=[N:5][C:4]=1[C:14]1[CH:15]=[C:16]([Cl:20])[CH:17]=[N:18][CH:19]=1)#[N:2].O=P(Cl)(Cl)[Cl:23], predict the reaction product. The product is: [Cl:23][C:8]1[N:7]=[C:6]([NH:10][CH:11]2[CH2:13][CH2:12]2)[N:5]=[C:4]([C:14]2[CH:15]=[C:16]([Cl:20])[CH:17]=[N:18][CH:19]=2)[C:3]=1[C:1]#[N:2]. (3) Given the reactants [CH2:1]([O:8][C@@H:9]1[C@@H:13]([C@@H:14]([CH2:23][O:24]S(C2C=CC(C)=CC=2)(=O)=O)[O:15][CH2:16][C:17]2[CH:22]=[CH:21][CH:20]=[CH:19][CH:18]=2)[O:12][C@@H:11]([N:35]2[CH:43]=[C:41]([CH3:42])[C:39](=[O:40])[NH:38][C:36]2=[O:37])[C@@H:10]1OS(C1C=CC(C)=CC=1)(=O)=O)[C:2]1[CH:7]=[CH:6][CH:5]=[CH:4][CH:3]=1.[OH-].[Na+].Cl, predict the reaction product. The product is: [CH2:16]([O:15][C@H:14]1[C@@H:13]2[C@@H:9]([O:8][CH2:1][C:2]3[CH:3]=[CH:4][CH:5]=[CH:6][CH:7]=3)[C@@H:10]([C@H:11]([N:35]3[CH:43]=[C:41]([CH3:42])[C:39](=[O:40])[NH:38][C:36]3=[O:37])[O:12]2)[O:24][CH2:23]1)[C:17]1[CH:22]=[CH:21][CH:20]=[CH:19][CH:18]=1. (4) Given the reactants [H-].[Na+].[NH2:3][C:4]1[CH:9]=[C:8]([C:10]#[N:11])[CH:7]=[CH:6][N:5]=1.Cl[C:13]1[C:18]2=[CH:19][N:20]([C:22]3[C:27]([F:28])=[CH:26][CH:25]=[CH:24][C:23]=3[Cl:29])[N:21]=[C:17]2[CH:16]=[CH:15][N:14]=1, predict the reaction product. The product is: [Cl:29][C:23]1[CH:24]=[CH:25][CH:26]=[C:27]([F:28])[C:22]=1[N:20]1[CH:19]=[C:18]2[C:13]([NH:3][C:4]3[N:5]=[CH:6][CH:7]=[C:8]([CH:9]=3)[C:10]#[N:11])=[N:14][CH:15]=[CH:16][C:17]2=[N:21]1. (5) Given the reactants Br[C:2]1[CH:11]=[C:10]2[C:5]([CH:6]=[C:7]([OH:15])[C:8]([C:12]([OH:14])=[O:13])=[CH:9]2)=[CH:4][CH:3]=1.[H-].[Li+].C([Li])CCC.CN(C)[CH:25]=[O:26].Cl, predict the reaction product. The product is: [CH:25]([C:2]1[CH:11]=[C:10]2[C:5]([CH:6]=[C:7]([OH:15])[C:8]([C:12]([OH:14])=[O:13])=[CH:9]2)=[CH:4][CH:3]=1)=[O:26]. (6) Given the reactants [CH:1]1[C:6](Br)=[CH:5][C:4]2[C:8]([CH2:11][CH2:12][OH:13])=[CH:9][NH:10][C:3]=2[CH:2]=1.[N:14]1[CH:19]=[CH:18][C:17](B(O)O)=[CH:16][CH:15]=1.C([O-])([O-])=O.[Na+].[Na+], predict the reaction product. The product is: [N:14]1[CH:19]=[CH:18][C:17]([C:6]2[CH:5]=[C:4]3[C:3](=[CH:2][CH:1]=2)[NH:10][CH:9]=[C:8]3[CH2:11][CH2:12][OH:13])=[CH:16][CH:15]=1. (7) Given the reactants [H-].[Na+].[F:3][C:4]1[CH:12]=[C:11]2[C:7]([CH2:8][CH2:9][CH:10]2[NH:13][C:14](=[O:35])/[C:15](=[CH:20]/[C:21]2[CH:26]=[CH:25][C:24]([N:27]3[CH:31]=[C:30]([CH3:32])[N:29]=[CH:28]3)=[C:23]([O:33][CH3:34])[CH:22]=2)/[CH2:16][CH2:17][CH2:18]Cl)=[CH:6][CH:5]=1.C(=O)(O)[O-].[Na+].C(OCC)(=O)C, predict the reaction product. The product is: [F:3][C:4]1[CH:12]=[C:11]2[C:7]([CH2:8][CH2:9][CH:10]2[N:13]2[CH2:18][CH2:17][CH2:16]/[C:15](=[CH:20]\[C:21]3[CH:26]=[CH:25][C:24]([N:27]4[CH:31]=[C:30]([CH3:32])[N:29]=[CH:28]4)=[C:23]([O:33][CH3:34])[CH:22]=3)/[C:14]2=[O:35])=[CH:6][CH:5]=1. (8) Given the reactants [Cl:1][C:2]1[CH:10]=[CH:9][CH:8]=[C:7]2[C:3]=1[C:4]([C:15](=[O:20])C(F)(F)F)=[CH:5][N:6]2[CH2:11][CH2:12][O:13][CH3:14].[OH-:21].[Na+].Cl, predict the reaction product. The product is: [Cl:1][C:2]1[CH:10]=[CH:9][CH:8]=[C:7]2[C:3]=1[C:4]([C:15]([OH:20])=[O:21])=[CH:5][N:6]2[CH2:11][CH2:12][O:13][CH3:14]. (9) Given the reactants C(Cl)Cl.[CH2:4]([C:7]1([CH2:17][C@@H:18]2[O:20][C@@:19]2([CH3:27])[CH2:21][CH2:22][CH:23]=[C:24]([CH3:26])[CH3:25])[C:12]([O:13][CH3:14])=[CH:11][CH2:10][CH:9]=[C:8]1[O:15][CH3:16])[CH:5]=[CH2:6].C(C1C=C(C)C=C(C(C)(C)C)N=1)(C)(C)C.FC(F)(F)S(O[Si](C)(C)C)(=O)=O, predict the reaction product. The product is: [CH2:4]([C@:7]12[CH2:17][CH:18]3[O:20][C@@:8]1([O:15][CH3:16])[C@@H:9]([C@:19]3([CH3:27])[CH2:21][CH2:22][CH:23]=[C:24]([CH3:26])[CH3:25])[CH2:10][CH:11]=[C:12]2[O:13][CH3:14])[CH:5]=[CH2:6]. (10) The product is: [ClH:25].[NH:8]1[CH2:9][CH2:10][CH:11]([C:14]2[NH:18][C:17]3[CH:19]=[CH:20][C:21]([C:23]#[N:24])=[CH:22][C:16]=3[N:15]=2)[CH2:12][CH2:13]1. Given the reactants C(OC([N:8]1[CH2:13][CH2:12][CH:11]([C:14]2[NH:18][C:17]3[CH:19]=[CH:20][C:21]([C:23]#[N:24])=[CH:22][C:16]=3[N:15]=2)[CH2:10][CH2:9]1)=O)(C)(C)C.[ClH:25], predict the reaction product.